Dataset: Catalyst prediction with 721,799 reactions and 888 catalyst types from USPTO. Task: Predict which catalyst facilitates the given reaction. (1) Reactant: [CH:1]([NH:4][C:5]1[C:10]([C:11](O)=[O:12])=[CH:9][N:8]=[C:7]([S:14][CH3:15])[N:6]=1)([CH3:3])[CH3:2].C[N:17](C(ON1N=NC2C=CC=NC1=2)=[N+](C)C)C.F[P-](F)(F)(F)(F)F.Cl.N.CCN(C(C)C)C(C)C. Product: [CH:1]([NH:4][C:5]1[C:10]([C:11]([NH2:17])=[O:12])=[CH:9][N:8]=[C:7]([S:14][CH3:15])[N:6]=1)([CH3:3])[CH3:2]. The catalyst class is: 3. (2) Reactant: [Cl:1][C:2]1[C:7]([F:8])=[CH:6][CH:5]=[CH:4][C:3]=1[C@@:9]([NH:14][S@@:15]([C:17]([CH3:20])([CH3:19])[CH3:18])=[O:16])([CH2:11][CH2:12][OH:13])[CH3:10].CC(OI1(OC(C)=O)(OC(C)=O)OC(=O)C2C=CC=CC1=2)=O.C(=O)(O)[O-].[Na+]. Product: [Cl:1][C:2]1[C:7]([F:8])=[CH:6][CH:5]=[CH:4][C:3]=1[C@@:9]([NH:14][S@@:15]([C:17]([CH3:20])([CH3:19])[CH3:18])=[O:16])([CH2:11][CH:12]=[O:13])[CH3:10]. The catalyst class is: 232. (3) Reactant: [CH3:1][O:2][C:3](=[O:20])/[CH:4]=[CH:5]/[C:6]1[CH:14]=[CH:13][C:12]2[C:8](=[CH:9][N:10]([CH3:15])[N:11]=2)[C:7]=1[C:16]([O:18][CH3:19])=[O:17]. Product: [CH3:1][O:2][C:3](=[O:20])[CH2:4][CH2:5][C:6]1[CH:14]=[CH:13][C:12]2[C:8](=[CH:9][N:10]([CH3:15])[N:11]=2)[C:7]=1[C:16]([O:18][CH3:19])=[O:17]. The catalyst class is: 129. (4) Reactant: [CH:1]1[C:13]2[N:12]([C:14]3[CH:15]=[C:16](Cl)[CH:17]=[C:18]([N:20]4[C:32]5[CH:31]=[CH:30][CH:29]=[CH:28][C:27]=5[C:26]5[C:21]4=[CH:22][CH:23]=[CH:24][CH:25]=5)[CH:19]=3)[C:11]3[C:6](=[CH:7][CH:8]=[CH:9][CH:10]=3)[C:5]=2[CH:4]=[CH:3][CH:2]=1.[B:34]1([B:34]2[O:38][C:37]([CH3:40])([CH3:39])[C:36]([CH3:42])([CH3:41])[O:35]2)[O:38][C:37]([CH3:40])([CH3:39])[C:36]([CH3:42])([CH3:41])[O:35]1.CC([O-])=O.[K+].C1(P(C2CCCCC2)C2CCCCC2)CCCCC1. Product: [CH3:41][C:36]1([CH3:42])[C:37]([CH3:40])([CH3:39])[O:38][B:34]([C:16]2[CH:17]=[C:18]([N:20]3[C:21]4[CH:22]=[CH:23][CH:24]=[CH:25][C:26]=4[C:27]4[C:32]3=[CH:31][CH:30]=[CH:29][CH:28]=4)[CH:19]=[C:14]([N:12]3[C:11]4[CH:10]=[CH:9][CH:8]=[CH:7][C:6]=4[C:5]4[C:13]3=[CH:1][CH:2]=[CH:3][CH:4]=4)[CH:15]=2)[O:35]1. The catalyst class is: 552. (5) Reactant: [C:1]([O:5][C:6]([NH:8][C@H:9]([C:14]([N:16]1[C@@H:23]([C:24]#[CH:25])[CH2:22][CH2:21][C@H:17]1[C:18](O)=[O:19])=[O:15])[CH2:10][CH:11]([CH3:13])[CH3:12])=[O:7])([CH3:4])([CH3:3])[CH3:2].C[N:27]1CCOCC1.ClC(OCC(C)C)=O.N. Product: [C:1]([O:5][C:6]([NH:8][C@H:9]([C:14]([N:16]1[C@@H:23]([C:24]#[CH:25])[CH2:22][CH2:21][C@H:17]1[C:18]([NH2:27])=[O:19])=[O:15])[CH2:10][CH:11]([CH3:13])[CH3:12])=[O:7])([CH3:3])([CH3:4])[CH3:2]. The catalyst class is: 33. (6) Reactant: CON(C)[C:4](=[O:20])[C:5]1[CH:10]=[CH:9][C:8]([C:11]([F:14])([F:13])[F:12])=[N:7][C:6]=1[CH2:15][CH2:16][CH2:17][O:18][CH3:19].[H-].[H-].[H-].[H-].[Li+].[Al+3]. Product: [CH3:19][O:18][CH2:17][CH2:16][CH2:15][C:6]1[C:5]([CH:4]=[O:20])=[CH:10][CH:9]=[C:8]([C:11]([F:12])([F:14])[F:13])[N:7]=1. The catalyst class is: 1. (7) Reactant: C([O:4][C:5]1[CH:10]=[CH:9][CH:8]=[CH:7][C:6]=1[C:11](=[O:21])[NH:12][C:13]1[S:14][CH:15]=[C:16]([S:18]([CH3:20])=[O:19])[N:17]=1)(=O)C.Cl. Product: [OH:4][C:5]1[CH:10]=[CH:9][CH:8]=[CH:7][C:6]=1[C:11]([NH:12][C:13]1[S:14][CH:15]=[C:16]([S:18]([CH3:20])=[O:19])[N:17]=1)=[O:21]. The catalyst class is: 1. (8) Reactant: [CH:1]1([CH2:6][CH:7]([C:11](O)=O)[C:8]([OH:10])=[O:9])[CH2:5][CH2:4][CH2:3][CH2:2]1.N1CCCCC1.C=O. Product: [CH:1]1([CH2:6][C:7](=[CH2:11])[C:8]([OH:10])=[O:9])[CH2:5][CH2:4][CH2:3][CH2:2]1. The catalyst class is: 14. (9) Reactant: [N:1]1[CH:6]=[CH:5][CH:4]=[C:3]([CH:7]=[C:8]2[CH:13](O)[CH:12]3[CH2:15][CH2:16][N:9]2[CH2:10][CH2:11]3)[CH:2]=1.S(Cl)([Cl:19])=O. Product: [ClH:19].[ClH:19].[Cl:19][CH:13]1[CH:12]2[CH2:15][CH2:16][N:9]([CH2:10][CH2:11]2)[C:8]1=[CH:7][C:3]1[CH:2]=[N:1][CH:6]=[CH:5][CH:4]=1. The catalyst class is: 28.